From a dataset of Forward reaction prediction with 1.9M reactions from USPTO patents (1976-2016). Predict the product of the given reaction. (1) Given the reactants [NH2:1][C:2]1[CH:10]=[C:9]([C:11]([F:14])([F:13])[F:12])[CH:8]=[CH:7][C:3]=1[C:4]([NH2:6])=[O:5].[F:15][C:16]1[CH:21]=[CH:20][C:19]([CH:22]2[O:26]C(=O)O[C:23]2=O)=[CH:18][CH:17]=1.C[O-].[Na+].CO, predict the reaction product. The product is: [F:15][C:16]1[CH:21]=[CH:20][C:19]([CH:22]([C:23]2[N:6]=[C:4]([OH:5])[C:3]3[C:2](=[CH:10][C:9]([C:11]([F:12])([F:13])[F:14])=[CH:8][CH:7]=3)[N:1]=2)[OH:26])=[CH:18][CH:17]=1. (2) Given the reactants [CH3:1][C:2]1([C:7]2[O:11][C:10]([CH2:12][N:13]3[CH:17]=[CH:16][C:15]([NH2:18])=[N:14]3)=[CH:9][CH:8]=2)[O:6]CCO1.[CH3:19][C:20]1[O:21][C:22]([C:28]2[CH:33]=[CH:32][CH:31]=[C:30]([Cl:34])[CH:29]=2)=[C:23]([C:25](O)=[O:26])[N:24]=1, predict the reaction product. The product is: [C:2]([C:7]1[O:11][C:10]([CH2:12][N:13]2[CH:17]=[CH:16][C:15]([NH:18][C:25]([C:23]3[N:24]=[C:20]([CH3:19])[O:21][C:22]=3[C:28]3[CH:33]=[CH:32][CH:31]=[C:30]([Cl:34])[CH:29]=3)=[O:26])=[N:14]2)=[CH:9][CH:8]=1)(=[O:6])[CH3:1]. (3) Given the reactants [NH2:1][C:2]1[C:3]([C:8]([NH:10][CH:11]([C:15]2[CH:20]=[CH:19][C:18]([O:21][C:22]([F:25])([F:24])[F:23])=[CH:17][CH:16]=2)[CH2:12][O:13][CH3:14])=[O:9])=[N:4][CH:5]=[N:6][CH:7]=1.[CH2:26](O)C.C=O.[BH4-].[Na+], predict the reaction product. The product is: [CH3:14][O:13][CH2:12][CH:11]([NH:10][C:8]([C:3]1[C:2]([NH:1][CH3:26])=[CH:7][N:6]=[CH:5][N:4]=1)=[O:9])[C:15]1[CH:20]=[CH:19][C:18]([O:21][C:22]([F:25])([F:24])[F:23])=[CH:17][CH:16]=1. (4) The product is: [F:1][C:2]1[CH:3]=[CH:4][C:5]([CH2:6][NH:8][C:9]2[C:10]([CH3:28])=[C:11]([CH3:27])[C:12]3[O:16][C:15]([CH3:18])([CH3:17])[CH:14]([C:19]4[CH:24]=[CH:23][CH:22]=[CH:21][CH:20]=4)[C:13]=3[C:25]=2[CH3:26])=[CH:29][CH:30]=1. Given the reactants [F:1][C:2]1[CH:30]=[CH:29][C:5]([C:6]([NH:8][C:9]2[C:10]([CH3:28])=[C:11]([CH3:27])[C:12]3[O:16][C:15]([CH3:18])([CH3:17])[CH:14]([C:19]4[CH:24]=[CH:23][CH:22]=[CH:21][CH:20]=4)[C:13]=3[C:25]=2[CH3:26])=O)=[CH:4][CH:3]=1, predict the reaction product. (5) Given the reactants Cl.[NH2:2][C:3]1[N:32]=[C:6]2[N:7]([C:22]3[CH:27]=[CH:26][CH:25]=[C:24]([C:28]([F:31])([F:30])[F:29])[CH:23]=3)[C:8]([CH3:21])=[C:9]([C:19]#[N:20])[C@@H:10]([C:11]3[CH:16]=[CH:15][C:14]([C:17]#[N:18])=[CH:13][CH:12]=3)[N:5]2[N:4]=1.[CH:33]1([C:38](Cl)=[O:39])[CH2:37][CH2:36][CH2:35][CH2:34]1, predict the reaction product. The product is: [C:19]([C:9]1[C@@H:10]([C:11]2[CH:16]=[CH:15][C:14]([C:17]#[N:18])=[CH:13][CH:12]=2)[N:5]2[N:4]=[C:3]([NH:2][C:38]([CH:33]3[CH2:37][CH2:36][CH2:35][CH2:34]3)=[O:39])[N:32]=[C:6]2[N:7]([C:22]2[CH:27]=[CH:26][CH:25]=[C:24]([C:28]([F:29])([F:31])[F:30])[CH:23]=2)[C:8]=1[CH3:21])#[N:20]. (6) Given the reactants [Cl:1][C:2]1[C:3](=[O:25])[N:4]([CH3:24])[CH:5]=[C:6]([C:8]([OH:23])([C:19]([F:22])([F:21])[F:20])[CH:9]([C:11]2[CH:16]=[CH:15][C:14]([OH:17])=[CH:13][C:12]=2[Cl:18])[CH3:10])[CH:7]=1.[CH3:26][O:27][C:28](=[O:40])[C:29]1[C:34]([C:35]([F:38])([F:37])[F:36])=[CH:33][C:32](Cl)=[N:31][CH:30]=1.N12CCN(CC1)CC2, predict the reaction product. The product is: [CH3:26][O:27][C:28](=[O:40])[C:29]1[C:34]([C:35]([F:36])([F:37])[F:38])=[CH:33][C:32]([O:17][C:14]2[CH:15]=[CH:16][C:11]([CH:9]([CH3:10])[C:8]([C:6]3[CH:7]=[C:2]([Cl:1])[C:3](=[O:25])[N:4]([CH3:24])[CH:5]=3)([OH:23])[C:19]([F:21])([F:22])[F:20])=[C:12]([Cl:18])[CH:13]=2)=[N:31][CH:30]=1. (7) Given the reactants Br[CH2:2][C:3]([O:5][C:6]([CH3:9])([CH3:8])[CH3:7])=[O:4].C(N(CC)CC)C.[SH:17][CH2:18][CH2:19][OH:20].C(OC(=O)C)C, predict the reaction product. The product is: [OH:20][CH2:19][CH2:18][S:17][CH2:2][C:3]([O:5][C:6]([CH3:9])([CH3:8])[CH3:7])=[O:4]. (8) Given the reactants C[O:2][C:3](=[O:28])[CH2:4][CH2:5][C:6]([C:8]1[C:25]2=[C:26]3[C:15]([C:16]4[C:27]5[C:20](=[CH:21][CH:22]=[CH:23][C:24]2=5)[CH:19]=[CH:18][CH:17]=4)=[CH:14][CH:13]=[CH:12][C:11]3=[CH:10][CH:9]=1)=O.O.NN.[OH-].[K+].Cl, predict the reaction product. The product is: [C:8]1([CH2:6][CH2:5][CH2:4][C:3]([OH:28])=[O:2])[C:25]2=[C:26]3[C:15]([C:16]4[C:27]5[C:20](=[CH:21][CH:22]=[CH:23][C:24]2=5)[CH:19]=[CH:18][CH:17]=4)=[CH:14][CH:13]=[CH:12][C:11]3=[CH:10][CH:9]=1. (9) Given the reactants [NH:1]1[C:5]([C:6]2[CH:7]=[C:8]([C:12]3[N:17]4[N:18]=[CH:19][C:20]([C:21]([C:23]5[S:24][CH:25]=[CH:26][CH:27]=5)=[O:22])=[C:16]4[N:15]=[CH:14][CH:13]=3)[CH:9]=[CH:10][CH:11]=2)=[N:4][N:3]=[N:2]1.[CH:28]1([CH2:32]Br)[CH2:31][CH2:30][CH2:29]1, predict the reaction product. The product is: [CH:28]1([CH2:32][N:3]2[N:2]=[N:1][C:5]([C:6]3[CH:7]=[C:8]([C:12]4[N:17]5[N:18]=[CH:19][C:20]([C:21]([C:23]6[S:24][CH:25]=[CH:26][CH:27]=6)=[O:22])=[C:16]5[N:15]=[CH:14][CH:13]=4)[CH:9]=[CH:10][CH:11]=3)=[N:4]2)[CH2:31][CH2:30][CH2:29]1. (10) Given the reactants [Cl:1][C:2]1[CH:8]=[CH:7][C:5]([NH2:6])=[CH:4][C:3]=1[C:9]([F:12])([F:11])[F:10].[C:13](O[C:13]([O:15][C:16]([CH3:19])([CH3:18])[CH3:17])=[O:14])([O:15][C:16]([CH3:19])([CH3:18])[CH3:17])=[O:14], predict the reaction product. The product is: [Cl:1][C:2]1[CH:8]=[CH:7][C:5]([NH:6][C:13](=[O:14])[O:15][C:16]([CH3:19])([CH3:18])[CH3:17])=[CH:4][C:3]=1[C:9]([F:10])([F:11])[F:12].